Task: Predict the product of the given reaction.. Dataset: Forward reaction prediction with 1.9M reactions from USPTO patents (1976-2016) (1) Given the reactants [CH3:1][C:2]1([CH3:32])[O:7][C:6](=[O:8])[CH:5]([C:9](=O)[C@@H:10]([NH:22][C:23](=[O:29])[O:24][C:25]([CH3:28])([CH3:27])[CH3:26])[CH2:11][C:12]2[CH:13]=[N:14][C:15]([C:18]([F:21])([F:20])[F:19])=[CH:16][CH:17]=2)[C:4](=[O:31])[O:3]1.CC(O)=O.[BH4-].[Na+], predict the reaction product. The product is: [CH3:1][C:2]1([CH3:32])[O:3][C:4](=[O:31])[CH:5]([CH2:9][C@@H:10]([NH:22][C:23](=[O:29])[O:24][C:25]([CH3:27])([CH3:26])[CH3:28])[CH2:11][C:12]2[CH:13]=[N:14][C:15]([C:18]([F:19])([F:20])[F:21])=[CH:16][CH:17]=2)[C:6](=[O:8])[O:7]1. (2) Given the reactants [NH2:1][C:2]1[C:10]2[C:5](=[N:6][C:7]([C:11]3[CH:12]=[C:13]([CH:20]=[CH:21][C:22]=3[CH3:23])[C:14]([NH:16][CH:17]3[CH2:19][CH2:18]3)=[O:15])=[CH:8][CH:9]=2)[NH:4][N:3]=1.[F:24][C:25]1[CH:33]=[CH:32][C:28]([C:29](Cl)=[O:30])=[CH:27][CH:26]=1, predict the reaction product. The product is: [CH:17]1([NH:16][C:14](=[O:15])[C:13]2[CH:20]=[CH:21][C:22]([CH3:23])=[C:11]([C:7]3[N:6]=[C:5]4[NH:4][N:3]=[C:2]([NH:1][C:29]([C:28]5[CH:32]=[CH:33][C:25]([F:24])=[CH:26][CH:27]=5)=[O:30])[C:10]4=[CH:9][CH:8]=3)[CH:12]=2)[CH2:18][CH2:19]1. (3) Given the reactants [CH2:1]([O:3][C:4](=[O:24])[C:5]([OH:23])([C:19]([F:22])([F:21])[F:20])[CH:6]([CH3:18])[C:7]([C:9]1[CH:14]=[CH:13][CH:12]=[C:11]([F:15])[C:10]=1[O:16][CH3:17])=[CH2:8])[CH3:2], predict the reaction product. The product is: [CH2:1]([O:3][C:4](=[O:24])[C:5]([OH:23])([C:19]([F:20])([F:21])[F:22])[CH:6]([CH3:18])[CH:7]([C:9]1[CH:14]=[CH:13][CH:12]=[C:11]([F:15])[C:10]=1[O:16][CH3:17])[CH3:8])[CH3:2]. (4) The product is: [O:2]1[C:6]2[CH:7]=[CH:8][CH:9]=[C:10]([CH:11]3[CH2:16][CH2:15][N:14]([CH2:17][CH2:18][C@H:19]4[CH2:20][CH2:21][C@H:22]([NH:25][C:31](=[O:32])[CH2:30][CH:28]5[CH2:29][O:26][CH2:27]5)[CH2:23][CH2:24]4)[CH2:13][CH2:12]3)[C:5]=2[O:4][CH2:3]1. Given the reactants Cl.[O:2]1[C:6]2[CH:7]=[CH:8][CH:9]=[C:10]([CH:11]3[CH2:16][CH2:15][N:14]([CH2:17][CH2:18][C@H:19]4[CH2:24][CH2:23][C@H:22]([NH2:25])[CH2:21][CH2:20]4)[CH2:13][CH2:12]3)[C:5]=2[O:4][CH2:3]1.[O:26]1[CH2:29][CH:28]([CH2:30][C:31](OC)=[O:32])[CH2:27]1, predict the reaction product. (5) Given the reactants [CH3:1][C:2]1[CH:3]=[CH:4][C:5]2[NH:10][C:9](=[O:11])[CH2:8][NH:7][C:6]=2[N:12]=1.[F:13][C:14]([F:30])([F:29])[O:15][C:16]1[CH:28]=[CH:27][C:19]([O:20][CH:21]([CH2:25][CH3:26])[C:22](O)=[O:23])=[CH:18][CH:17]=1.Cl.CN(C)CCCN=C=NCC.O.ON1C2C=CC=CC=2N=N1, predict the reaction product. The product is: [CH3:1][C:2]1[CH:3]=[CH:4][C:5]2[NH:10][C:9](=[O:11])[CH2:8][N:7]([C:22](=[O:23])[CH:21]([O:20][C:19]3[CH:27]=[CH:28][C:16]([O:15][C:14]([F:30])([F:29])[F:13])=[CH:17][CH:18]=3)[CH2:25][CH3:26])[C:6]=2[N:12]=1. (6) Given the reactants [CH:1]1([N:6]2[CH2:12][C:11]3([CH2:14][CH2:13]3)[C:10](=[O:15])[N:9]([CH3:16])[C:8]3[CH:17]=[N:18][C:19]([NH:21][C:22]4[CH:30]=[CH:29][C:25]([C:26](O)=[O:27])=[CH:24][C:23]=4[O:31][CH3:32])=[N:20][C:7]2=3)[CH2:5][CH2:4][CH2:3][CH2:2]1.CCN(C(C)C)C(C)C.CN(C(ON1N=NC2C=CC=CC1=2)=[N+](C)C)C.[B-](F)(F)(F)F.[NH2:64][N:65]1[CH2:70][CH2:69][O:68][CH2:67][CH2:66]1, predict the reaction product. The product is: [CH:1]1([N:6]2[CH2:12][C:11]3([CH2:14][CH2:13]3)[C:10](=[O:15])[N:9]([CH3:16])[C:8]3[CH:17]=[N:18][C:19]([NH:21][C:22]4[CH:30]=[CH:29][C:25]([C:26]([NH:64][N:65]5[CH2:70][CH2:69][O:68][CH2:67][CH2:66]5)=[O:27])=[CH:24][C:23]=4[O:31][CH3:32])=[N:20][C:7]2=3)[CH2:2][CH2:3][CH2:4][CH2:5]1. (7) Given the reactants [Cl:1][C:2]1[C:7]([S:8]([CH3:11])(=[O:10])=[O:9])=[CH:6][C:5]([C:12]2[N:13]([C:33](Cl)=[O:34])[C@@:14]([C:26]3[CH:31]=[CH:30][C:29]([Cl:32])=[CH:28][CH:27]=3)([CH3:25])[C@@:15]([C:18]3[CH:23]=[CH:22][C:21]([Cl:24])=[CH:20][CH:19]=3)([CH3:17])[N:16]=2)=[C:4]([O:36][CH2:37][CH3:38])[CH:3]=1.C(Cl)(Cl)=O.[CH2:43]1[C:48]2([CH2:53][CH2:52][NH:51][CH2:50][CH2:49]2)[CH2:47][CH2:46][NH:45][CH2:44]1, predict the reaction product. The product is: [Cl:1][C:2]1[C:7]([S:8]([CH3:11])(=[O:10])=[O:9])=[CH:6][C:5]([C:12]2[N:13]([C:33]([N:45]3[CH2:46][CH2:47][C:48]4([CH2:53][CH2:52][NH:51][CH2:50][CH2:49]4)[CH2:43][CH2:44]3)=[O:34])[C@@:14]([C:26]3[CH:31]=[CH:30][C:29]([Cl:32])=[CH:28][CH:27]=3)([CH3:25])[C@@:15]([C:18]3[CH:19]=[CH:20][C:21]([Cl:24])=[CH:22][CH:23]=3)([CH3:17])[N:16]=2)=[C:4]([O:36][CH2:37][CH3:38])[CH:3]=1.